The task is: Regression/Classification. Given a drug SMILES string, predict its toxicity properties. Task type varies by dataset: regression for continuous values (e.g., LD50, hERG inhibition percentage) or binary classification for toxic/non-toxic outcomes (e.g., AMES mutagenicity, cardiotoxicity, hepatotoxicity). Dataset: herg_karim.. This data is from hERG potassium channel inhibition data for cardiac toxicity prediction from Karim et al.. (1) The result is 1 (blocker). The molecule is COc1cc(-c2cn(C3CCc4cccnc4N(CC(F)(F)F)C3=O)nn2)ccc1-n1cnc(C)c1. (2) The molecule is COc1ncc2ccc(=O)n(CCN3CCC(NCc4cc5c(cn4)OCCO5)CC3)c2n1. The result is 0 (non-blocker).